Dataset: hERG potassium channel inhibition data for cardiac toxicity prediction from Karim et al.. Task: Regression/Classification. Given a drug SMILES string, predict its toxicity properties. Task type varies by dataset: regression for continuous values (e.g., LD50, hERG inhibition percentage) or binary classification for toxic/non-toxic outcomes (e.g., AMES mutagenicity, cardiotoxicity, hepatotoxicity). Dataset: herg_karim. (1) The result is 1 (blocker). The compound is CCC(=O)OC(Cc1ccccc1)(c1ccccc1)C(C)CN(C)C. (2) The compound is CCc1cc2c(cc1N1CCC(N3CCOCC3)CC1)C(C)(C)c1[nH]c3cc(C#N)ccc3c1C2=O. The result is 0 (non-blocker). (3) The compound is NC(=O)Nc1ccc(F)cc1OC[C@@H](O)CN1CCC2(CC1)Cc1cc(Cl)ccc1O2. The result is 1 (blocker).